From a dataset of Full USPTO retrosynthesis dataset with 1.9M reactions from patents (1976-2016). Predict the reactants needed to synthesize the given product. (1) Given the product [C:18]([CH:17]([NH:16][C:2]1[C:11]([C:12]([OH:14])=[O:13])=[CH:10][C:9]2[C:4](=[CH:5][CH:6]=[C:7]([Cl:15])[CH:8]=2)[N:3]=1)[CH2:21][C:22]1[CH:27]=[CH:26][C:25]([NH:28][C:29]2[CH:38]=[CH:37][C:36]3[C:31](=[CH:32][CH:33]=[CH:34][CH:35]=3)[N:30]=2)=[CH:24][CH:23]=1)([OH:20])=[O:19], predict the reactants needed to synthesize it. The reactants are: Cl[C:2]1[C:11]([C:12]([OH:14])=[O:13])=[CH:10][C:9]2[C:4](=[CH:5][CH:6]=[C:7]([Cl:15])[CH:8]=2)[N:3]=1.[NH2:16][CH:17]([CH2:21][C:22]1[CH:27]=[CH:26][C:25]([NH:28][C:29]2[CH:38]=[CH:37][C:36]3[C:31](=[CH:32][CH:33]=[CH:34][CH:35]=3)[N:30]=2)=[CH:24][CH:23]=1)[C:18]([OH:20])=[O:19]. (2) Given the product [ClH:2].[ClH:17].[Cl:2][C:3]1[CH:4]=[CH:5][C:6]([CH:9]2[CH2:14][N:13]([C:18]3[N:23]([CH3:24])[C:22](=[O:25])[CH:21]=[C:20]([C:26]4[CH:27]=[CH:28][N:29]=[CH:30][CH:31]=4)[N:19]=3)[CH2:12][C:11]([CH3:16])([CH3:15])[NH:10]2)=[CH:7][CH:8]=1, predict the reactants needed to synthesize it. The reactants are: Cl.[Cl:2][C:3]1[CH:8]=[CH:7][C:6]([CH:9]2[CH2:14][NH:13][CH2:12][C:11]([CH3:16])([CH3:15])[NH:10]2)=[CH:5][CH:4]=1.[Cl:17][C:18]1[N:23]([CH3:24])[C:22](=[O:25])[CH:21]=[C:20]([C:26]2[CH:31]=[CH:30][N:29]=[CH:28][CH:27]=2)[N:19]=1.C(N(CC)CC)C.Cl.C(OCC)(=O)C. (3) Given the product [C:1]([O:5][C:6]([N:8]1[CH2:9][CH2:10][C:11](=[C:14]([Br:27])[C:15]2[CH:16]=[CH:17][CH:18]=[CH:19][CH:20]=2)[CH2:12][CH2:13]1)=[O:7])([CH3:4])([CH3:2])[CH3:3], predict the reactants needed to synthesize it. The reactants are: [C:1]([O:5][C:6]([N:8]1[CH2:13][CH2:12][C:11](=[CH:14][C:15]2[CH:20]=[CH:19][CH:18]=[CH:17][CH:16]=2)[CH2:10][CH2:9]1)=[O:7])([CH3:4])([CH3:3])[CH3:2].C([O-])([O-])=O.[K+].[K+].[Br:27]Br.[OH-].[Na+]. (4) Given the product [NH2:11][CH2:2][CH:3]([OH:10])[CH2:4][N:5]1[CH:9]=[CH:8][N:7]=[N:6]1, predict the reactants needed to synthesize it. The reactants are: Cl[CH2:2][CH:3]([OH:10])[CH2:4][N:5]1[CH:9]=[CH:8][N:7]=[N:6]1.[NH3:11]. (5) The reactants are: [CH2:1]([N:3]([CH:27]1[CH2:32][CH2:31][NH:30][CH2:29][CH2:28]1)[C:4]1[C:19]2[CH2:18][CH:17]=[CH:16][CH2:15][CH2:14][C:13]3[CH:20]=[C:21]([CH3:25])[NH:22][C:23](=[O:24])[C:12]=3[CH2:11][NH:10][C:9](=[O:26])[C:8]=2[CH:7]=[CH:6][CH:5]=1)[CH3:2].[F:33][C:34]([F:39])([F:38])[CH2:35][CH:36]=O.CC(O)=O.[BH3-]C#N.[Na+]. Given the product [CH2:1]([N:3]([CH:27]1[CH2:32][CH2:31][N:30]([CH2:36][CH2:35][C:34]([F:39])([F:38])[F:33])[CH2:29][CH2:28]1)[C:4]1[C:19]2[CH2:18][CH:17]=[CH:16][CH2:15][CH2:14][C:13]3[CH:20]=[C:21]([CH3:25])[NH:22][C:23](=[O:24])[C:12]=3[CH2:11][NH:10][C:9](=[O:26])[C:8]=2[CH:7]=[CH:6][CH:5]=1)[CH3:2], predict the reactants needed to synthesize it. (6) Given the product [NH2:7][C:3]1[CH:2]=[C:1]([NH:8][C:15]([CH:9]2[CH2:14][CH2:13][CH2:12][CH2:11][CH2:10]2)=[O:16])[CH:6]=[CH:5][CH:4]=1, predict the reactants needed to synthesize it. The reactants are: [C:1]1([NH2:8])[CH:6]=[CH:5][CH:4]=[C:3]([NH2:7])[CH:2]=1.[CH:9]1([C:15](O)=[O:16])[CH2:14][CH2:13][CH2:12][CH2:11][CH2:10]1.C1C=CC2N(O)N=NC=2C=1.CCN=C=NCCCN(C)C. (7) Given the product [CH3:1][C:2]1([CH3:33])[CH2:3][CH2:4][CH:5]([N:8]([CH2:16][C:17]2[CH:22]=[CH:21][C:20]([C:23]3[CH:28]=[CH:27][CH:26]=[C:25]([C:29]([OH:31])=[O:30])[CH:24]=3)=[CH:19][CH:18]=2)[C:9]([O:11][C:12]([CH3:13])([CH3:14])[CH3:15])=[O:10])[CH2:6][CH2:7]1, predict the reactants needed to synthesize it. The reactants are: [CH3:1][C:2]1([CH3:33])[CH2:7][CH2:6][CH:5]([N:8]([CH2:16][C:17]2[CH:22]=[CH:21][C:20]([C:23]3[CH:28]=[CH:27][CH:26]=[C:25]([C:29]([O:31]C)=[O:30])[CH:24]=3)=[CH:19][CH:18]=2)[C:9]([O:11][C:12]([CH3:15])([CH3:14])[CH3:13])=[O:10])[CH2:4][CH2:3]1.O[Li].O.O.